Task: Predict the reactants needed to synthesize the given product.. Dataset: Full USPTO retrosynthesis dataset with 1.9M reactions from patents (1976-2016) (1) Given the product [CH:16]1[C:17]2[C:12](=[CH:11][CH:10]=[CH:9][CH:8]=2)[CH:13]=[CH:14][CH:15]=1, predict the reactants needed to synthesize it. The reactants are: CCCCCC.I[C:8]1[C:17]2[C:12](=[CH:13][CH:14]=[CH:15][CH:16]=2)[CH:11]=[CH:10][CH:9]=1. (2) Given the product [N:18]1([C:16]2[N:17]=[C:11]3[CH:10]=[C:9]([NH:8][C:7]([C:6]4[N:2]([CH3:1])[N:3]=[CH:4][C:5]=4[C:24]([N:27]4[CH2:30][CH2:29][CH2:28]4)=[O:25])=[O:23])[CH:14]=[CH:13][N:12]3[N:15]=2)[CH2:19][CH2:20][CH2:21][CH2:22]1, predict the reactants needed to synthesize it. The reactants are: [CH3:1][N:2]1[C:6]([C:7](=[O:23])[NH:8][C:9]2[CH:14]=[CH:13][N:12]3[N:15]=[C:16]([N:18]4[CH2:22][CH2:21][CH2:20][CH2:19]4)[N:17]=[C:11]3[CH:10]=2)=[C:5]([C:24](O)=[O:25])[CH:4]=[N:3]1.[NH:27]1[CH2:30][CH2:29][CH2:28]1.CCCP(=O)=O.C(N(CC)C(C)C)(C)C. (3) Given the product [Cl-:34].[N:8]1([C:6]2[CH:5]=[CH:4][C:3]3[CH3+:14][C:15]4[C:16]([Si:33]([CH3:37])([CH3:36])[C:2]=3[CH:7]=2)=[CH:17][C:18]([N:21]2[CH2:26][CH2:25][CH2:23][CH2:22]2)=[CH:19][CH:20]=4)[CH2:13][CH2:12][CH2:10][CH2:9]1, predict the reactants needed to synthesize it. The reactants are: Br[C:2]1[CH:7]=[C:6]([N:8]2[CH2:13][CH2:12]O[CH2:10][CH2:9]2)[CH:5]=[CH:4][C:3]=1[CH2:14][C:15]1[CH:20]=[CH:19][C:18]([N:21]2[CH2:26][CH2:25]O[CH2:23][CH2:22]2)=[CH:17][C:16]=1Br.[Li]C(CC)C.[Si:33]([CH3:37])([CH3:36])(Cl)[Cl:34].C1(Cl)C(=O)C(Cl)=C(Cl)C(=O)C=1Cl.